From a dataset of Full USPTO retrosynthesis dataset with 1.9M reactions from patents (1976-2016). Predict the reactants needed to synthesize the given product. The reactants are: Cl[C:2]1[N:7]=[CH:6][C:5]([Cl:8])=[CH:4][N:3]=1.[CH3:9][S-:10].[Na+]. Given the product [Cl:8][C:5]1[CH:4]=[N:3][C:2]([S:10][CH3:9])=[N:7][CH:6]=1, predict the reactants needed to synthesize it.